Task: Regression/Classification. Given a drug SMILES string, predict its absorption, distribution, metabolism, or excretion properties. Task type varies by dataset: regression for continuous measurements (e.g., permeability, clearance, half-life) or binary classification for categorical outcomes (e.g., BBB penetration, CYP inhibition). Dataset: cyp3a4_veith.. Dataset: CYP3A4 inhibition data for predicting drug metabolism from PubChem BioAssay (1) The drug is CS(=O)(=O)N1CCC2(CCN(c3ccncc3)CC2)CC1. The result is 0 (non-inhibitor). (2) The drug is Cc1cc(NC(=O)NC(=O)c2ccc(F)cc2F)n[nH]1. The result is 0 (non-inhibitor). (3) The result is 0 (non-inhibitor). The compound is Cc1c(CCO)c(=O)n(C)n1C(=O)c1ccc(F)cc1. (4) The compound is COc1ccc(Nc2cc(C(=O)NCCCN3CCN(C)CC3)c3ccccc3n2)cc1. The result is 0 (non-inhibitor).